This data is from Peptide-MHC class I binding affinity with 185,985 pairs from IEDB/IMGT. The task is: Regression. Given a peptide amino acid sequence and an MHC pseudo amino acid sequence, predict their binding affinity value. This is MHC class I binding data. (1) The MHC is HLA-A30:02 with pseudo-sequence HLA-A30:02. The peptide sequence is LERPLAVQL. The binding affinity (normalized) is 0.213. (2) The peptide sequence is RLMRTNFLI. The MHC is HLA-A02:02 with pseudo-sequence HLA-A02:02. The binding affinity (normalized) is 0.964. (3) The peptide sequence is IFMLQKCDL. The MHC is HLA-B58:01 with pseudo-sequence HLA-B58:01. The binding affinity (normalized) is 0.0847. (4) The peptide sequence is IMEYHLLFA. The MHC is HLA-A02:01 with pseudo-sequence HLA-A02:01. The binding affinity (normalized) is 0.763. (5) The peptide sequence is SRIGAWASK. The MHC is HLA-B40:01 with pseudo-sequence HLA-B40:01. The binding affinity (normalized) is 0.0847. (6) The MHC is HLA-B73:01 with pseudo-sequence HLA-B73:01. The peptide sequence is FPLWWVSSI. The binding affinity (normalized) is 0.0847.